From a dataset of Forward reaction prediction with 1.9M reactions from USPTO patents (1976-2016). Predict the product of the given reaction. (1) Given the reactants C([O:3][C:4]([C@@H:6]1[CH2:11][C@:10]2([CH2:12][OH:13])[C@@H:8]([CH2:9]2)[N:7]1[C:14]([O:16][C:17]([CH3:20])([CH3:19])[CH3:18])=[O:15])=[O:5])C.[OH-].[Na+].OS([O-])(=O)=O.[K+].CCOC(C)=O, predict the reaction product. The product is: [C:17]([O:16][C:14]([N:7]1[C@H:6]([C:4]([OH:5])=[O:3])[CH2:11][C@:10]2([CH2:12][OH:13])[C@H:8]1[CH2:9]2)=[O:15])([CH3:20])([CH3:19])[CH3:18]. (2) Given the reactants [CH3:1][O:2][CH2:3][CH2:4][O:5][C:6]1[CH:7]=[C:8]2[C:12](=[C:13]([N:15]([CH3:25])[S:16]([C:19]3[CH:24]=[CH:23][CH:22]=[CH:21][N:20]=3)(=[O:18])=[O:17])[CH:14]=1)[NH:11][C:10]([C:26](O)=[O:27])=[CH:9]2.N1(O)C2C=CC=CC=2N=N1.[CH2:39]([S:46][C:47]([CH3:55])([CH:50]([O:53][CH3:54])[O:51][CH3:52])[CH2:48][NH2:49])[C:40]1[CH:45]=[CH:44][CH:43]=[CH:42][CH:41]=1.Cl.CN(C)CCCN=C=NCC, predict the reaction product. The product is: [CH2:39]([S:46][C:47]([CH3:55])([CH:50]([O:51][CH3:52])[O:53][CH3:54])[CH2:48][NH:49][C:26]([C:10]1[NH:11][C:12]2[C:8]([CH:9]=1)=[CH:7][C:6]([O:5][CH2:4][CH2:3][O:2][CH3:1])=[CH:14][C:13]=2[N:15]([CH3:25])[S:16]([C:19]1[CH:24]=[CH:23][CH:22]=[CH:21][N:20]=1)(=[O:18])=[O:17])=[O:27])[C:40]1[CH:45]=[CH:44][CH:43]=[CH:42][CH:41]=1. (3) Given the reactants [NH2:1][CH2:2][CH2:3][N:4]1[C:8](=[O:9])/[C:7](=[CH:10]/[C:11]2[CH:16]=[CH:15][C:14]([O:17][CH2:18][CH3:19])=[CH:13][CH:12]=2)/[S:6][C:5]1=[O:20].[CH3:21][S:22](Cl)(=[O:24])=[O:23].CCN(C(C)C)C(C)C.C(OC1C=CC(/C=C2/C(=O)N(CCNC(=O)C)C(=O)S/2)=CC=1)C, predict the reaction product. The product is: [CH2:18]([O:17][C:14]1[CH:15]=[CH:16][C:11](/[CH:10]=[C:7]2/[C:8](=[O:9])[N:4]([CH2:3][CH2:2][NH:1][S:22]([CH3:21])(=[O:24])=[O:23])[C:5](=[O:20])[S:6]/2)=[CH:12][CH:13]=1)[CH3:19]. (4) Given the reactants [C:1]([O:20][CH2:21][C@@H:22]([O:44][C:45](=[O:63])[CH2:46][CH2:47][CH2:48][CH2:49][CH2:50][CH2:51][CH2:52]/[CH:53]=[CH:54]\[CH2:55][CH2:56][CH2:57][CH2:58][CH2:59][CH2:60][CH2:61][CH3:62])[CH2:23][O:24][P:25]([O:28][CH2:29][CH2:30][NH:31][C:32](=[O:43])[CH2:33][NH:34][C:35](=[O:42])[CH2:36][NH:37][C:38](=[O:41])[CH2:39][NH2:40])([OH:27])=[O:26])(=[O:19])[CH2:2][CH2:3][CH2:4][CH2:5][CH2:6][CH2:7][CH2:8]/[CH:9]=[CH:10]\[CH2:11][CH2:12][CH2:13][CH2:14][CH2:15][CH2:16][CH2:17][CH3:18].[CH3:64][C:65]1[CH2:70][CH2:69][CH2:68][C:67]([CH3:72])([CH3:71])[C:66]=1/[CH:73]=[CH:74]/[C:75](/[CH3:85])=[CH:76]/[CH:77]=[CH:78]/[C:79](/[CH3:84])=[CH:80]/[C:81](O)=[O:82].F[P-](F)(F)(F)(F)F.C[N+](C)=C(N(C)C)ON1C2N=CC=CC=2N=N1.CN(C)C=O.[Al], predict the reaction product. The product is: [C:1]([O:20][CH2:21][C@@H:22]([O:44][C:45](=[O:63])[CH2:46][CH2:47][CH2:48][CH2:49][CH2:50][CH2:51][CH2:52]/[CH:53]=[CH:54]\[CH2:55][CH2:56][CH2:57][CH2:58][CH2:59][CH2:60][CH2:61][CH3:62])[CH2:23][O:24][P:25]([O:28][CH2:29][CH2:30][NH:31][C:32](=[O:43])[CH2:33][NH:34][C:35](=[O:42])[CH2:36][NH:37][C:38](=[O:41])[CH2:39][NH:40][C:81](=[O:82])/[CH:80]=[C:79](\[CH3:84])/[CH:78]=[CH:77]/[CH:76]=[C:75](\[CH3:85])/[CH:74]=[CH:73]/[C:66]1[C:67]([CH3:71])([CH3:72])[CH2:68][CH2:69][CH2:70][C:65]=1[CH3:64])([OH:27])=[O:26])(=[O:19])[CH2:2][CH2:3][CH2:4][CH2:5][CH2:6][CH2:7][CH2:8]/[CH:9]=[CH:10]\[CH2:11][CH2:12][CH2:13][CH2:14][CH2:15][CH2:16][CH2:17][CH3:18]. (5) Given the reactants [F:1][C:2]([F:26])([F:25])[C:3]1[CH:8]=[CH:7][CH:6]=[CH:5][C:4]=1[C:9]1[CH:14]=[CH:13][CH:12]=[C:11]([C:15]2[S:16][CH:17]=[C:18]([C:20]([O:22]CC)=O)[N:19]=2)[CH:10]=1.[NH3:27], predict the reaction product. The product is: [F:1][C:2]([F:25])([F:26])[C:3]1[CH:8]=[CH:7][CH:6]=[CH:5][C:4]=1[C:9]1[CH:14]=[CH:13][CH:12]=[C:11]([C:15]2[S:16][CH:17]=[C:18]([C:20]([NH2:27])=[O:22])[N:19]=2)[CH:10]=1. (6) Given the reactants [CH3:1][O:2][C:3](=[O:22])[C:4]1[CH:9]=[CH:8][CH:7]=[C:6]([S:10][C:11]2[C:19]3[C:14](=[CH:15][C:16]([Cl:20])=[CH:17][CH:18]=3)[NH:13][C:12]=2[CH3:21])[CH:5]=1.C(=O)([O-])[O-].[K+].[K+].Br[C:30]1[CH:35]=[CH:34][C:33]([C:36]2[CH:41]=[CH:40][CH:39]=[CH:38][CH:37]=2)=[CH:32][CH:31]=1, predict the reaction product. The product is: [CH3:1][O:2][C:3](=[O:22])[C:4]1[CH:9]=[CH:8][CH:7]=[C:6]([S:10][C:11]2[C:19]3[C:14](=[CH:15][C:16]([Cl:20])=[CH:17][CH:18]=3)[N:13]([C:39]3[CH:40]=[CH:41][C:36]([C:33]4[CH:34]=[CH:35][CH:30]=[CH:31][CH:32]=4)=[CH:37][CH:38]=3)[C:12]=2[CH3:21])[CH:5]=1. (7) Given the reactants Cl[C:2]1[CH:7]=[C:6]([NH:8][C:9]2[N:14]=[CH:13][N:12]=[C:11](NC(C3CC3)=O)[CH:10]=2)[C:5](=[O:21])[N:4]2[C:22]([C:27]3C=CC=C(F)C=3)([CH3:26])[NH:23][C:24](=[O:25])[C:3]=12.[Cu][C:35]#[N:36].[C-]#N.[Na+].C1(P(C2CCCCC2)C2CCCCC2)CCCCC1, predict the reaction product. The product is: [CH3:26][C:22]1([CH3:27])[N:4]2[C:5](=[O:21])[C:6]([NH:8][C:9]3[CH:10]=[CH:11][N:12]=[CH:13][N:14]=3)=[CH:7][C:2]([C:35]#[N:36])=[C:3]2[C:24](=[O:25])[NH:23]1. (8) The product is: [Cl:43][C:44]1[CH:45]=[CH:46][C:47]2[N:53]3[C:54]([CH2:57][OH:58])=[N:55][N:56]=[C:52]3[CH:51]([CH2:59][C:60](=[O:62])[N:25]3[CH2:22][CH2:23][CH2:24][CH2:19][CH2:20]3)[O:50][CH:49]([C:63]3[CH:68]=[CH:67][CH:66]=[C:65]([O:69][CH3:70])[C:64]=3[O:71][CH3:72])[C:48]=2[CH:73]=1. Given the reactants C1CN([P+](ON2N=[N:25][C:20]3C=[CH:22][CH:23]=[CH:24][C:19]2=3)(N2CCCC2)N2CCCC2)CC1.F[P-](F)(F)(F)(F)F.C(N(CC)C(C)C)(C)C.[Cl:43][C:44]1[CH:45]=[CH:46][C:47]2[N:53]3[C:54]([CH2:57][OH:58])=[N:55][N:56]=[C:52]3[CH:51]([CH2:59][C:60]([OH:62])=O)[O:50][CH:49]([C:63]3[CH:68]=[CH:67][CH:66]=[C:65]([O:69][CH3:70])[C:64]=3[O:71][CH3:72])[C:48]=2[CH:73]=1.N1CCCCC1, predict the reaction product. (9) The product is: [CH3:21][O:20][C:17]1[CH:18]=[CH:19][C:14]([C:13]([O:28][CH2:29][C@H:30]2[O:34][C@@H:33]([N:35]3[CH:42]=[C:41]([CH3:43])[C:39](=[O:40])[NH:38][C:36]3=[O:37])[C@H:32]([O:44][Si:48]([C:51]([CH3:54])([CH3:53])[CH3:52])([CH3:50])[CH3:49])[C@@H:31]2[OH:45])([C:22]2[CH:23]=[CH:24][CH:25]=[CH:26][CH:27]=2)[C:12]2[CH:46]=[CH:47][C:9]([O:8][CH3:7])=[CH:10][CH:11]=2)=[CH:15][CH:16]=1. Given the reactants N1C=CC=CC=1.[CH3:7][O:8][C:9]1[CH:47]=[CH:46][C:12]([C:13]([O:28][CH2:29][C@H:30]2[O:34][C@@H:33]([N:35]3[CH:42]=[C:41]([CH3:43])[C:39](=[O:40])[NH:38][C:36]3=[O:37])[C@H:32]([OH:44])[C@@H:31]2[OH:45])([C:22]2[CH:27]=[CH:26][CH:25]=[CH:24][CH:23]=2)[C:14]2[CH:19]=[CH:18][C:17]([O:20][CH3:21])=[CH:16][CH:15]=2)=[CH:11][CH:10]=1.[Si:48](Cl)([C:51]([CH3:54])([CH3:53])[CH3:52])([CH3:50])[CH3:49], predict the reaction product.